From a dataset of Catalyst prediction with 721,799 reactions and 888 catalyst types from USPTO. Predict which catalyst facilitates the given reaction. (1) Reactant: [Cl:1][C:2]1[C:7]([O:8][CH3:9])=[CH:6][C:5]([O:10][CH3:11])=[CH:4][C:3]=1[C:12]1[C:25](=[O:26])[N:24]([CH2:27][CH2:28][N:29]2[CH2:33][C@@H:32]3[CH2:34][N:35]([C:37]([O:39][C:40]([CH3:43])([CH3:42])[CH3:41])=[O:38])[CH2:36][C@@H:31]3[CH2:30]2)[C:15]2[N:16]=[C:17](S(C)(=O)=O)[N:18]=[CH:19][C:14]=2[CH:13]=1.C[CH2:45][N:46](C(C)C)C(C)C.Cl.CN. Product: [Cl:1][C:2]1[C:7]([O:8][CH3:9])=[CH:6][C:5]([O:10][CH3:11])=[CH:4][C:3]=1[C:12]1[C:25](=[O:26])[N:24]([CH2:27][CH2:28][N:29]2[CH2:33][C@@H:32]3[CH2:34][N:35]([C:37]([O:39][C:40]([CH3:43])([CH3:42])[CH3:41])=[O:38])[CH2:36][C@@H:31]3[CH2:30]2)[C:15]2[N:16]=[C:17]([NH:46][CH3:45])[N:18]=[CH:19][C:14]=2[CH:13]=1. The catalyst class is: 148. (2) Reactant: [OH-].[Na+].[C:3]([C:5]1[CH:6]=[CH:7][C:8]2[O:12][C:11]([C:13]3[CH:22]=[CH:21][C:16]([C:17]([O:19]C)=[O:18])=[CH:15][CH:14]=3)=[N:10][C:9]=2[CH:23]=1)#[N:4]. Product: [C:3]([C:5]1[CH:6]=[CH:7][C:8]2[O:12][C:11]([C:13]3[CH:14]=[CH:15][C:16]([C:17]([OH:19])=[O:18])=[CH:21][CH:22]=3)=[N:10][C:9]=2[CH:23]=1)#[N:4]. The catalyst class is: 20. (3) Reactant: [CH3:1][C@@H:2]1[CH2:11][C:10]2[C:5](=[CH:6][CH:7]=[CH:8][CH:9]=2)[CH2:4][N:3]1S(C1C=CC(C)=CC=1)(=O)=O.[Mg]. Product: [CH3:1][C@@H:2]1[CH2:11][C:10]2[C:5](=[CH:6][CH:7]=[CH:8][CH:9]=2)[CH2:4][NH:3]1. The catalyst class is: 5.